From a dataset of Full USPTO retrosynthesis dataset with 1.9M reactions from patents (1976-2016). Predict the reactants needed to synthesize the given product. (1) Given the product [Cl:1][C:2]1[CH:32]=[CH:31][CH:30]=[C:29]([C:33]([F:36])([F:34])[F:35])[C:3]=1[C:4]([N:6]1[C:14]2[C:9](=[CH:10][CH:11]=[C:12]([C:15]#[C:16][CH2:17][OH:18])[CH:13]=2)[C:8]([C:19]2[CH:28]=[CH:27][C:22]([C:23]([OH:25])=[O:24])=[CH:21][CH:20]=2)=[N:7]1)=[O:5], predict the reactants needed to synthesize it. The reactants are: [Cl:1][C:2]1[CH:32]=[CH:31][CH:30]=[C:29]([C:33]([F:36])([F:35])[F:34])[C:3]=1[C:4]([N:6]1[C:14]2[C:9](=[CH:10][CH:11]=[C:12]([C:15]#[C:16][CH2:17][OH:18])[CH:13]=2)[C:8]([C:19]2[CH:28]=[CH:27][C:22]([C:23]([O:25]C)=[O:24])=[CH:21][CH:20]=2)=[N:7]1)=[O:5].O[Li].O.Cl. (2) Given the product [ClH:19].[Cl:19][C:16]1[CH:17]=[CH:18][C:11]2[CH2:10][CH2:9][NH:8][CH2:14][CH2:13][C:12]=2[C:15]=1[S:20][CH2:21][CH2:22][CH2:23][C:24](=[O:28])[N:25]([CH3:26])[CH3:27], predict the reactants needed to synthesize it. The reactants are: C(OC([N:8]1[CH2:14][CH2:13][C:12]2[C:15]([S:20][CH2:21][CH2:22][CH2:23][C:24](=[O:28])[N:25]([CH3:27])[CH3:26])=[C:16]([Cl:19])[CH:17]=[CH:18][C:11]=2[CH2:10][CH2:9]1)=O)(C)(C)C.Cl.O1CCOCC1. (3) Given the product [N:6]1[C:5]2[CH:7]=[CH:8][CH:9]=[CH:10][C:4]=2[NH:3][C:2]=1[NH:14][C:13]1[CH:15]=[CH:16][CH:17]=[C:18]([C:19]([F:20])([F:21])[F:22])[C:12]=1[CH3:11], predict the reactants needed to synthesize it. The reactants are: Cl[C:2]1[NH:3][C:4]2[CH:10]=[CH:9][CH:8]=[CH:7][C:5]=2[N:6]=1.[CH3:11][C:12]1[C:18]([C:19]([F:22])([F:21])[F:20])=[CH:17][CH:16]=[CH:15][C:13]=1[NH2:14]. (4) Given the product [F:43][C:44]1[CH:45]=[C:46]([N:67]2[CH:71]([CH3:72])[C:70](=[O:73])[NH:69][C:68]2=[O:83])[CH:47]=[CH:48][C:49]=1[C:50]([N:52]1[CH2:57][CH2:56][N:55]([C:58]2[C:63]([CH3:64])=[CH:62][C:61]([CH3:65])=[C:60]([CH3:66])[N:59]=2)[CH2:54][CH2:53]1)=[O:51], predict the reactants needed to synthesize it. The reactants are: BrC1C=CC(C(N2CCN(C3C(C)=CC(C)=C(C)N=3)CC2)=O)=C(F)C=1.COC1C=CC(CN2C(=O)C(C)NC2=O)=CC=1.[F:43][C:44]1[CH:45]=[C:46]([N:67]2[CH:71]([CH3:72])[C:70](=[O:73])[N:69](CC3C=CC(OC)=CC=3)[C:68]2=[O:83])[CH:47]=[CH:48][C:49]=1[C:50]([N:52]1[CH2:57][CH2:56][N:55]([C:58]2[C:63]([CH3:64])=[CH:62][C:61]([CH3:65])=[C:60]([CH3:66])[N:59]=2)[CH2:54][CH2:53]1)=[O:51]. (5) Given the product [CH2:32]([O:31][CH2:30][C:14]1[N:13]2[C:8]([N:5]3[CH2:6][CH2:7][N:2]([CH3:1])[CH2:3][CH2:4]3)=[CH:9][CH:10]=[CH:11][C:12]2=[N:16][C:15]=1[CH2:17][N:18]([CH3:29])[C@@H:19]1[C:28]2[N:27]=[CH:26][CH:25]=[CH:24][C:23]=2[CH2:22][CH2:21][CH2:20]1)[CH3:33], predict the reactants needed to synthesize it. The reactants are: [CH3:1][N:2]1[CH2:7][CH2:6][N:5]([C:8]2[N:13]3[C:14]([CH2:30][OH:31])=[C:15]([CH2:17][N:18]([CH3:29])[C@@H:19]4[C:28]5[N:27]=[CH:26][CH:25]=[CH:24][C:23]=5[CH2:22][CH2:21][CH2:20]4)[N:16]=[C:12]3[CH:11]=[CH:10][CH:9]=2)[CH2:4][CH2:3]1.[CH2:32](I)[CH3:33].